Dataset: Forward reaction prediction with 1.9M reactions from USPTO patents (1976-2016). Task: Predict the product of the given reaction. (1) Given the reactants [CH3:1][N:2]1[C:6]2[C:7]([O:23][C@@H:24]([C@H:26]3[CH2:30][NH:29][C:28](=[O:31])[CH2:27]3)[CH3:25])=[N:8][C:9]([C:11]3[CH:16]=[CH:15][C:14]([N:17]4[CH2:22][CH2:21][NH:20][CH2:19][CH2:18]4)=[CH:13][CH:12]=3)=[CH:10][C:5]=2[N:4]=[CH:3]1.CN(C(ON1N=NC2C=CC=NC1=2)=[N+](C)C)C.F[P-](F)(F)(F)(F)F.CN1CCOCC1.[C:63](O)(=[O:67])[CH:64]([CH3:66])[CH3:65], predict the reaction product. The product is: [C:63]([N:20]1[CH2:19][CH2:18][N:17]([C:14]2[CH:13]=[CH:12][C:11]([C:9]3[N:8]=[C:7]([O:23][C@@H:24]([C@H:26]4[CH2:30][NH:29][C:28](=[O:31])[CH2:27]4)[CH3:25])[C:6]4[N:2]([CH3:1])[CH:3]=[N:4][C:5]=4[CH:10]=3)=[CH:16][CH:15]=2)[CH2:22][CH2:21]1)(=[O:67])[CH:64]([CH3:66])[CH3:65]. (2) Given the reactants [CH:1]12[NH:35][CH:5]([CH2:6][CH:7]([C:9]3[C:14]4[C:15](=[O:19])[CH2:16][CH2:17][NH:18][C:13]=4[N:12]4[N:20]=[CH:21][C:22]([C:23]5[CH:24]=[N:25][C:26]([C:29]6[CH:34]=[CH:33][CH:32]=[CH:31][CH:30]=6)=[CH:27][CH:28]=5)=[C:11]4[N:10]=3)[CH2:8]1)[CH2:4][O:3][CH2:2]2.CCN=C=NCCC[N:44]([CH3:46])C.C1C=CC2N(O)[N:54]=[N:53][C:51]=2[CH:52]=1.CCN(C(C)C)C(C)C.CN(C=[O:70])C, predict the reaction product. The product is: [NH:54]1[CH:46]=[N:44][C:51]([C:52]([N:35]2[C@H:1]3[CH2:8][CH:7]([C:9]4[C:14]5[C:15](=[O:19])[CH2:16][CH2:17][NH:18][C:13]=5[N:12]5[N:20]=[CH:21][C:22]([C:23]6[CH:24]=[N:25][C:26]([C:29]7[CH:30]=[CH:31][CH:32]=[CH:33][CH:34]=7)=[CH:27][CH:28]=6)=[C:11]5[N:10]=4)[CH2:6][C@@H:5]2[CH2:4][O:3][CH2:2]3)=[O:70])=[N:53]1. (3) Given the reactants [OH:1][CH2:2][C:3]1[CH:4]=[C:5]([OH:9])[CH:6]=[CH:7][CH:8]=1.F[C:11]1[CH:16]=[CH:15][C:14]([CH3:17])=[CH:13][N:12]=1.C(=O)([O-])[O-].[Cs+].[Cs+], predict the reaction product. The product is: [CH3:17][C:14]1[CH:15]=[CH:16][C:11]([O:9][C:5]2[CH:4]=[C:3]([CH2:2][OH:1])[CH:8]=[CH:7][CH:6]=2)=[N:12][CH:13]=1. (4) Given the reactants [N:1]([CH2:4][C:5]1[N:6]=[CH:7][N:8]([C:10]2[CH:15]=[CH:14][C:13]([I:16])=[CH:12][CH:11]=2)[CH:9]=1)=[N+]=[N-], predict the reaction product. The product is: [NH2:1][CH2:4][C:5]1[N:6]=[CH:7][N:8]([C:10]2[CH:15]=[CH:14][C:13]([I:16])=[CH:12][CH:11]=2)[CH:9]=1. (5) Given the reactants [Cl:1][C:2]1[CH:7]=[CH:6][C:5]([C:8]([N:13]2[C:21]3[C:16](=[C:17]([NH:22][C:23](=[O:29])[O:24][C:25]([CH3:28])([CH3:27])[CH3:26])[CH:18]=[CH:19][CH:20]=3)[CH:15]=[CH:14]2)([CH2:11][CH3:12])[CH:9]=O)=[CH:4][CH:3]=1.[N+](=[C:32](P(=O)(OC)OC)C(=O)C)=[N-], predict the reaction product. The product is: [Cl:1][C:2]1[CH:7]=[CH:6][C:5]([C:8]([N:13]2[C:21]3[C:16](=[C:17]([NH:22][C:23](=[O:29])[O:24][C:25]([CH3:28])([CH3:27])[CH3:26])[CH:18]=[CH:19][CH:20]=3)[CH:15]=[CH:14]2)([CH2:11][CH3:12])[C:9]#[CH:32])=[CH:4][CH:3]=1. (6) Given the reactants [F:1][C:2]1[CH:3]=[CH:4][C:5]2[C:6]3[C:11]([CH:12]([CH3:25])[N:13]([C:16]([C:18]4[CH:19]=[C:20]([OH:24])[CH:21]=[CH:22][CH:23]=4)=[O:17])[C:14]=2[CH:15]=1)=[CH:10][CH:9]=[CH:8][CH:7]=3, predict the reaction product. The product is: [F:1][C:2]1[CH:3]=[CH:4][C:5]2[C:6]3[C:11]([C@@H:12]([CH3:25])[N:13]([C:16]([C:18]4[CH:19]=[C:20]([OH:24])[CH:21]=[CH:22][CH:23]=4)=[O:17])[C:14]=2[CH:15]=1)=[CH:10][CH:9]=[CH:8][CH:7]=3. (7) Given the reactants N[C:2]1[CH:7]=[C:6]([N+:8]([O-:10])=[O:9])[CH:5]=[CH:4][C:3]=1O.BrCCBr.[C:16]([O-:19])([O-])=O.[K+].[K+].[CH3:22][N:23](C=O)C, predict the reaction product. The product is: [N+:8]([C:6]1[CH:5]=[CH:4][C:3]2[NH:23][CH2:22][CH2:16][O:19][C:2]=2[CH:7]=1)([O-:10])=[O:9].